From a dataset of Peptide-MHC class II binding affinity with 134,281 pairs from IEDB. Regression. Given a peptide amino acid sequence and an MHC pseudo amino acid sequence, predict their binding affinity value. This is MHC class II binding data. (1) The peptide sequence is ILQLLKDFLELLRYL. The MHC is HLA-DPA10301-DPB10402 with pseudo-sequence HLA-DPA10301-DPB10402. The binding affinity (normalized) is 0.618. (2) The peptide sequence is GLSGEPKGGAESSSK. The MHC is HLA-DPA10103-DPB10401 with pseudo-sequence HLA-DPA10103-DPB10401. The binding affinity (normalized) is 0. (3) The MHC is DRB1_0401 with pseudo-sequence DRB1_0401. The binding affinity (normalized) is 0.232. The peptide sequence is HPHFPTRYYRITYGE. (4) The peptide sequence is RQPIQPLQPTIHITP. The MHC is H-2-IAb with pseudo-sequence H-2-IAb. The binding affinity (normalized) is 0.796. (5) The peptide sequence is DKGPGFVVTGRVYCD. The MHC is DRB3_0202 with pseudo-sequence DRB3_0202. The binding affinity (normalized) is 0.376. (6) The peptide sequence is EKKYFAANQFEPLAA. The MHC is HLA-DPA10201-DPB10501 with pseudo-sequence HLA-DPA10201-DPB10501. The binding affinity (normalized) is 0.629. (7) The MHC is DRB1_0404 with pseudo-sequence DRB1_0404. The peptide sequence is NGRLITANPVVTKKE. The binding affinity (normalized) is 0.110.